From a dataset of CYP2D6 inhibition data for predicting drug metabolism from PubChem BioAssay. Regression/Classification. Given a drug SMILES string, predict its absorption, distribution, metabolism, or excretion properties. Task type varies by dataset: regression for continuous measurements (e.g., permeability, clearance, half-life) or binary classification for categorical outcomes (e.g., BBB penetration, CYP inhibition). Dataset: cyp2d6_veith. The compound is CC(=O)OC[C@@H]1O[C@H](C/C=N\OC[C@@H](C)[C@H](OCc2ccccc2)C(C)C)C=C[C@@H]1OC(C)=O. The result is 0 (non-inhibitor).